Predict the reactants needed to synthesize the given product. From a dataset of Full USPTO retrosynthesis dataset with 1.9M reactions from patents (1976-2016). Given the product [C:16]([C:15]1[CH:14]=[CH:13][C:12]([N:6]2[CH:5]=[C:4]3[C:8]([CH:9]=[CH:10][CH:11]=[C:3]3[C:2]([OH:25])=[O:1])=[N:7]2)=[CH:19][CH:18]=1)#[N:17], predict the reactants needed to synthesize it. The reactants are: [OH:1][CH2:2][C:3]1[C:4]2[C:8]([CH:9]=[CH:10][CH:11]=1)=[N:7][N:6]([C:12]1[CH:19]=[CH:18][C:15]([C:16]#[N:17])=[CH:14][CH:13]=1)[CH:5]=2.CC(=CC)C.[O-:25]Cl=O.[Na+].